From a dataset of Catalyst prediction with 721,799 reactions and 888 catalyst types from USPTO. Predict which catalyst facilitates the given reaction. (1) Reactant: [NH2:1][C:2]1[CH:3]=[C:4]([CH:32]=[CH:33][CH:34]=1)[CH2:5][N:6]1[CH:10]=[CH:9][C:8]([NH:11][C:12](=[O:31])[C@@H:13]([C:20]2[CH:25]=[CH:24][C:23]([S:26]([CH3:29])(=[O:28])=[O:27])=[C:22]([Cl:30])[CH:21]=2)[CH2:14][CH:15]2[CH2:19][CH2:18][CH2:17][CH2:16]2)=[N:7]1.CN1CC[O:39][CH2:38][CH2:37]1.C(Cl)(=O)C. Product: [C:38]([NH:1][C:2]1[CH:3]=[C:4]([CH:32]=[CH:33][CH:34]=1)[CH2:5][N:6]1[CH:10]=[CH:9][C:8]([NH:11][C:12](=[O:31])[C@@H:13]([C:20]2[CH:25]=[CH:24][C:23]([S:26]([CH3:29])(=[O:28])=[O:27])=[C:22]([Cl:30])[CH:21]=2)[CH2:14][CH:15]2[CH2:19][CH2:18][CH2:17][CH2:16]2)=[N:7]1)(=[O:39])[CH3:37]. The catalyst class is: 2. (2) Reactant: [CH2:1]([N:3]1[CH:7]=[C:6]([C:8]2[CH:13]=[CH:12][N:11]=[C:10]3[N:14]([S:25]([C:28]4[CH:33]=[CH:32][CH:31]=[CH:30][CH:29]=4)(=[O:27])=[O:26])[C:15]([C:17]4[CH:24]=[CH:23][C:20]([CH:21]=O)=[CH:19][CH:18]=4)=[CH:16][C:9]=23)[C:5]([C:34]2[CH:39]=[CH:38][C:37]([N+:40]([O-:42])=[O:41])=[CH:36][CH:35]=2)=[N:4]1)[CH3:2].[NH:43]1[CH2:47][CH2:46][CH2:45][CH2:44]1.C(O[BH-](OC(=O)C)OC(=O)C)(=O)C.[Na+]. Product: [CH2:1]([N:3]1[CH:7]=[C:6]([C:8]2[CH:13]=[CH:12][N:11]=[C:10]3[N:14]([S:25]([C:28]4[CH:29]=[CH:30][CH:31]=[CH:32][CH:33]=4)(=[O:27])=[O:26])[C:15]([C:17]4[CH:18]=[CH:19][C:20]([CH2:21][N:43]5[CH2:47][CH2:46][CH2:45][CH2:44]5)=[CH:23][CH:24]=4)=[CH:16][C:9]=23)[C:5]([C:34]2[CH:35]=[CH:36][C:37]([N+:40]([O-:42])=[O:41])=[CH:38][CH:39]=2)=[N:4]1)[CH3:2]. The catalyst class is: 7.